The task is: Predict the product of the given reaction.. This data is from Forward reaction prediction with 1.9M reactions from USPTO patents (1976-2016). (1) Given the reactants [CH2:1]([O:3][CH2:4][C:5]1[N:6]([OH:18])[C:7]2[C:16]3[CH:15]=[CH:14][CH:13]=[CH:12][C:11]=3[N:10]=[CH:9][C:8]=2[N:17]=1)[CH3:2].[C:19]([O:23][C:24](=[O:29])[NH:25][CH2:26][CH2:27]O)([CH3:22])([CH3:21])[CH3:20].C1(P(C2C=CC=CC=2)C2C=CC=CC=2)C=CC=CC=1.CC(OC(/N=N/C(OC(C)C)=O)=O)C, predict the reaction product. The product is: [CH2:1]([O:3][CH2:4][C:5]1[N:6]([O:18][CH2:27][CH2:26][NH:25][C:24](=[O:29])[O:23][C:19]([CH3:22])([CH3:21])[CH3:20])[C:7]2[C:16]3[CH:15]=[CH:14][CH:13]=[CH:12][C:11]=3[N:10]=[CH:9][C:8]=2[N:17]=1)[CH3:2]. (2) The product is: [CH3:26][O:25][C:24]1[CH:23]=[C:22]([CH:30]=[CH:29][C:27]=1[O:28][CH2:2][C:3]1[N:4]=[C:5]([N:8]2[CH2:13][CH2:12][CH2:11][CH2:10][CH2:9]2)[S:6][CH:7]=1)[CH:21]=[O:20]. Given the reactants Cl[CH2:2][C:3]1[N:4]=[C:5]([N:8]2[CH2:13][CH2:12][CH2:11][CH2:10][CH2:9]2)[S:6][CH:7]=1.C(=O)([O-])[O-].[K+].[K+].[O:20]=[CH:21][C:22]1[CH:30]=[CH:29][C:27]([OH:28])=[C:24]([O:25][CH3:26])[CH:23]=1.CN(C)C=O, predict the reaction product. (3) Given the reactants [Cl:1][C:2]1[CH:3]=[C:4]([NH:9][C:10]2[C:11]3[S:18][C:17](SC)=[N:16][C:12]=3[N:13]=[CH:14][N:15]=2)[CH:5]=[CH:6][C:7]=1[F:8].[CH3:21][N:22]([CH3:26])[CH2:23][CH2:24][NH2:25], predict the reaction product. The product is: [Cl:1][C:2]1[CH:3]=[C:4]([NH:9][C:10]2[C:11]3[S:18][C:17]([NH:25][CH2:24][CH2:23][N:22]([CH3:26])[CH3:21])=[N:16][C:12]=3[N:13]=[CH:14][N:15]=2)[CH:5]=[CH:6][C:7]=1[F:8]. (4) Given the reactants C(S)C.[H-].[Li+].[C:6]1([CH2:12][CH2:13][CH:14]2[CH2:18][C:17]3[CH:19]=[C:20]([O:23]C)[CH:21]=[CH:22][C:16]=3[O:15]2)[CH:11]=[CH:10][CH:9]=[CH:8][CH:7]=1.Cl, predict the reaction product. The product is: [OH:23][C:20]1[CH:21]=[CH:22][C:16]2[O:15][CH:14]([CH2:13][CH2:12][C:6]3[CH:7]=[CH:8][CH:9]=[CH:10][CH:11]=3)[CH2:18][C:17]=2[CH:19]=1. (5) Given the reactants [CH2:1]([O:3][C:4]([C:6](=P(C1C=CC=CC=1)(C1C=CC=CC=1)C1C=CC=CC=1)[CH3:7])=[O:5])[CH3:2].[CH:27](=O)/[CH:28]=[CH:29]/[CH:30]=[CH:31]C.Cl[CH2:35]Cl, predict the reaction product. The product is: [CH3:35]/[C:6](=[CH:7]\[CH:27]=[CH:28]\[CH:29]=[CH:30]\[CH3:31])/[C:4]([O:3][CH2:1][CH3:2])=[O:5]. (6) Given the reactants Br[CH2:2][C:3]1[C:8]([CH3:9])=[CH:7][CH:6]=[CH:5][C:4]=1[N:10]1[C:14](=[O:15])[N:13]([CH3:16])[N:12]=[N:11]1.[Cl:17][C:18]1[N:22]([CH3:23])[N:21]=[C:20]([C:24]2[CH:29]=[CH:28][C:27]([OH:30])=[C:26]([CH3:31])[CH:25]=2)[C:19]=1[CH3:32].C(=O)([O-])[O-].[K+].[K+], predict the reaction product. The product is: [CH3:9][C:8]1[C:3]([CH2:2][O:30][C:27]2[CH:28]=[CH:29][C:24]([C:20]3[C:19]([CH3:32])=[C:18]([Cl:17])[N:22]([CH3:23])[N:21]=3)=[CH:25][C:26]=2[CH3:31])=[C:4]([N:10]2[C:14](=[O:15])[N:13]([CH3:16])[N:12]=[N:11]2)[CH:5]=[CH:6][CH:7]=1. (7) Given the reactants [OH:1][C:2]1[CH:3]=[C:4]([NH:8][C:9](=[O:16])[C:10]2[CH:15]=[CH:14][CH:13]=[CH:12][CH:11]=2)[CH:5]=[CH:6][CH:7]=1.C([O:19][CH:20]=[C:21]([C:27](OCC)=O)[C:22]([O:24]CC)=[O:23])C.O, predict the reaction product. The product is: [C:9]([NH:8][C:4]1[CH:3]=[C:2]2[C:7]([CH:27]=[C:21]([C:22]([OH:24])=[O:23])[C:20](=[O:19])[O:1]2)=[CH:6][CH:5]=1)(=[O:16])[C:10]1[CH:11]=[CH:12][CH:13]=[CH:14][CH:15]=1. (8) Given the reactants [C:1]1([C@H:7]2[C@@H:11]([C:12]3[CH:17]=[CH:16][CH:15]=[CH:14][CH:13]=3)[N:10]([C:18]([O:20][C:21]([CH3:24])([CH3:23])[CH3:22])=[O:19])[C:9](SC)=[N:8]2)[CH:6]=[CH:5][CH:4]=[CH:3][CH:2]=1.[CH2:27]([NH2:34])[C:28]1[CH:33]=[CH:32][CH:31]=[CH:30][CH:29]=1, predict the reaction product. The product is: [C:21]([O:20][C:18]([N:10]1[C@H:11]([C:12]2[CH:17]=[CH:16][CH:15]=[CH:14][CH:13]=2)[C@H:7]([C:1]2[CH:6]=[CH:5][CH:4]=[CH:3][CH:2]=2)[N:8]=[C:9]1[NH:34][CH2:27][C:28]1[CH:33]=[CH:32][CH:31]=[CH:30][CH:29]=1)=[O:19])([CH3:24])([CH3:23])[CH3:22]. (9) Given the reactants CN(C(ON1N=NC2C=CC=NC1=2)=[N+](C)C)C.F[P-](F)(F)(F)(F)F.[Cl:25][C:26]1[CH:27]=[C:28]([C:34]2([C:49]([F:52])([F:51])[F:50])[O:38][N:37]=[C:36]([C:39]3[CH:47]=[CH:46][C:42]([C:43]([OH:45])=O)=[C:41]([CH3:48])[CH:40]=3)[CH2:35]2)[CH:29]=[C:30]([Cl:33])[C:31]=1[F:32].Cl.[NH2:54][CH2:55][C:56]1[CH:67]=[CH:66][C:59]2[B:60]([OH:65])[O:61][C:62]([CH3:64])([CH3:63])[C:58]=2[CH:57]=1.Cl, predict the reaction product. The product is: [Cl:25][C:26]1[CH:27]=[C:28]([C:34]2([C:49]([F:51])([F:52])[F:50])[O:38][N:37]=[C:36]([C:39]3[CH:47]=[CH:46][C:42]([C:43]([NH:54][CH2:55][C:56]4[CH:67]=[CH:66][C:59]5[B:60]([OH:65])[O:61][C:62]([CH3:64])([CH3:63])[C:58]=5[CH:57]=4)=[O:45])=[C:41]([CH3:48])[CH:40]=3)[CH2:35]2)[CH:29]=[C:30]([Cl:33])[C:31]=1[F:32].